This data is from Full USPTO retrosynthesis dataset with 1.9M reactions from patents (1976-2016). The task is: Predict the reactants needed to synthesize the given product. (1) Given the product [CH2:1]([O:3][C:4](=[O:5])[NH:6][C:7](=[S:8])[NH:17][C:13]1[CH:12]=[CH:11][C:10]([Br:9])=[C:15]([CH3:16])[N:14]=1)[CH3:2], predict the reactants needed to synthesize it. The reactants are: [CH2:1]([O:3][C:4]([N:6]=[C:7]=[S:8])=[O:5])[CH3:2].[Br:9][C:10]1[CH:11]=[CH:12][C:13]([NH2:17])=[N:14][C:15]=1[CH3:16]. (2) Given the product [CH3:2][C:3]([CH3:4])=[CH:29][C@@H:31]1[CH2:35][N:34]([C:36]([O:38][CH2:39][C:40]2[CH:45]=[CH:44][CH:43]=[CH:42][CH:41]=2)=[O:37])[C:33](=[O:46])[CH2:32]1, predict the reactants needed to synthesize it. The reactants are: [Li][CH2:2][CH2:3][CH2:4]C.[I-].C([P+](C1C=CC=CC=1)(C1C=CC=CC=1)C1C=CC=CC=1)(C)C.[CH:29]([C@@H:31]1[CH2:35][N:34]([C:36]([O:38][CH2:39][C:40]2[CH:45]=[CH:44][CH:43]=[CH:42][CH:41]=2)=[O:37])[C:33](=[O:46])[CH2:32]1)=O.[NH4+].[Cl-].